Dataset: Reaction yield outcomes from USPTO patents with 853,638 reactions. Task: Predict the reaction yield, written as a fraction of the theoretical maximum amount of product (1.0 means a 100% yield; for example, 0.34 means a 34% yield). The reactants are [CH3:1][O:2][C:3]([C:5]1[C:6]([CH3:27])=[C:7]2[N:12]([CH:13]=1)[N:11]=[CH:10][N:9]=[C:8]2[NH:14][C:15]1[CH:20]=[C:19]([NH:21][S:22]([CH3:25])(=[O:24])=[O:23])[CH:18]=[CH:17][C:16]=1[CH3:26])=[O:4].O. The catalyst is N1C=CC=CC=1. The product is [CH3:1][O:2][C:3]([C:5]1[C:6]([CH3:27])=[C:7]2[N:12]([CH:13]=1)[N:11]=[CH:10][N:9]=[C:8]2[NH:14][C:15]1[CH:16]=[CH:26][C:18]([CH3:17])=[C:19]([NH:21][S:22]([CH3:25])(=[O:24])=[O:23])[CH:20]=1)=[O:4]. The yield is 0.300.